From a dataset of Catalyst prediction with 721,799 reactions and 888 catalyst types from USPTO. Predict which catalyst facilitates the given reaction. (1) Reactant: [NH:1]1[C:5]2[CH:6]=[CH:7][CH:8]=[CH:9][C:4]=2[N:3]=[C:2]1[S:10][C:11]1[O:15][C:14]([CH:16]2[C:25]3[C:24](=[O:26])[CH2:23][CH2:22][CH2:21][C:20]=3[NH:19][C:18]3N[N:28]=[CH:29][C:17]2=3)=[CH:13][CH:12]=1.CCCCC[CH2:35][CH3:36].[CH3:37][CH:38]([OH:40])C.C[OH:42]. Product: [CH2:38]([O:40][C:35]([C:36]1[NH:28][CH:29]=[C:17]2[CH:16]([C:14]3[O:15][C:11]([S:10][C:2]4[NH:1][C:5]5[CH:6]=[CH:7][CH:8]=[CH:9][C:4]=5[N:3]=4)=[CH:12][CH:13]=3)[C:25]3[C:24](=[O:26])[CH2:23][CH2:22][CH2:21][C:20]=3[NH:19][C:18]=12)=[O:42])[CH3:37]. The catalyst class is: 66. (2) Reactant: [C:1]([O-:4])(=[O:3])[CH3:2].[Na+].[Cl:6][C:7]1[CH:8]=[C:9]([OH:14])[CH:10]=[N:11]C=1Cl.[CH3:15][CH2:16]O. Product: [Cl:6][C:7]1[C:2]([C:1]([O:4][CH2:15][CH3:16])=[O:3])=[N:11][CH:10]=[C:9]([OH:14])[CH:8]=1. The catalyst class is: 318. (3) Reactant: [OH-].[Na+].C[O:4][C:5](=[O:44])[CH2:6][C:7]1[CH:12]=[CH:11][C:10]([C:13]2[CH:18]=[CH:17][C:16]([C:19]([CH2:41][CH3:42])([C:22]3[CH:27]=[CH:26][C:25]([C:28]#[C:29][C:30]([OH:39])([C:35]([F:38])([F:37])[F:36])[C:31]([F:34])([F:33])[F:32])=[C:24]([CH3:40])[CH:23]=3)[CH2:20][CH3:21])=[CH:15][C:14]=2[CH3:43])=[CH:9][CH:8]=1.Cl. Product: [CH2:20]([C:19]([C:16]1[CH:17]=[CH:18][C:13]([C:10]2[CH:11]=[CH:12][C:7]([CH2:6][C:5]([OH:44])=[O:4])=[CH:8][CH:9]=2)=[C:14]([CH3:43])[CH:15]=1)([C:22]1[CH:27]=[CH:26][C:25]([C:28]#[C:29][C:30]([OH:39])([C:31]([F:33])([F:34])[F:32])[C:35]([F:37])([F:38])[F:36])=[C:24]([CH3:40])[CH:23]=1)[CH2:41][CH3:42])[CH3:21]. The catalyst class is: 111.